This data is from Catalyst prediction with 721,799 reactions and 888 catalyst types from USPTO. The task is: Predict which catalyst facilitates the given reaction. Reactant: [CH3:1][C:2]1[CH:7]=[CH:6][C:5]([S:8]([N:11]([CH2:15][C:16]#[CH:17])[CH2:12][C:13]#[CH:14])(=[O:10])=[O:9])=[CH:4][CH:3]=1.[S:18]1C=CC=C1CC(O)=O.CC(N=NC(C#N)(C)C)(C#N)C. Product: [CH3:1][C:2]1[CH:7]=[CH:6][C:5]([S:8]([N:11]2[CH2:12][C:13]3=[CH:14][S:18][CH:17]=[C:16]3[CH2:15]2)(=[O:10])=[O:9])=[CH:4][CH:3]=1. The catalyst class is: 48.